From a dataset of Full USPTO retrosynthesis dataset with 1.9M reactions from patents (1976-2016). Predict the reactants needed to synthesize the given product. (1) Given the product [CH3:35][C:28]1([C:29]2[CH:34]=[CH:33][CH:32]=[CH:31][CH:30]=2)[C:3]2[C:2]([NH:38][CH3:37])=[N:7][C:6]([C:8]3[C:16]4[C:11](=[N:12][CH:13]=[CH:14][CH:15]=4)[N:10]([CH2:17][CH2:18][C:19]([F:25])([F:24])[C:20]([F:21])([F:23])[F:22])[N:9]=3)=[N:5][C:4]=2[NH:26][C:27]1=[O:36], predict the reactants needed to synthesize it. The reactants are: Br[C:2]1[C:3]2[C:28]([CH3:35])([C:29]3[CH:34]=[CH:33][CH:32]=[CH:31][CH:30]=3)[C:27](=[O:36])[NH:26][C:4]=2[N:5]=[C:6]([C:8]2[C:16]3[C:11](=[N:12][CH:13]=[CH:14][CH:15]=3)[N:10]([CH2:17][CH2:18][C:19]([F:25])([F:24])[C:20]([F:23])([F:22])[F:21])[N:9]=2)[N:7]=1.[CH3:37][NH2:38]. (2) The reactants are: Cl[C:2]1[C:11]2[CH2:10][CH2:9][C@H:8]3[C@H:12]([CH3:17])[C:13](=[O:16])[CH2:14][CH2:15][C@:7]3([C:18]3[CH:23]=[CH:22][CH:21]=[CH:20][CH:19]=3)[C:6]=2[N:5]=[C:4]([CH3:24])[N:3]=1.[CH3:25][C:26]1[S:27][C:28](B2OC(C)(C)C(C)(C)O2)=[CH:29][N:30]=1.C(=O)([O-])[O-].[Na+].[Na+]. Given the product [CH3:24][C:4]1[N:3]=[C:2]([C:28]2[S:27][C:26]([CH3:25])=[N:30][CH:29]=2)[C:11]2[CH2:10][CH2:9][C@H:8]3[C@H:12]([CH3:17])[C:13](=[O:16])[CH2:14][CH2:15][C@:7]3([C:18]3[CH:23]=[CH:22][CH:21]=[CH:20][CH:19]=3)[C:6]=2[N:5]=1, predict the reactants needed to synthesize it. (3) Given the product [C:1]([O:5][C:6]([N:8]1[CH2:13][CH:12]=[C:11]([C:30]2[CH:35]=[CH:34][C:33]([NH2:36])=[CH:32][CH:31]=2)[CH2:10][CH2:9]1)=[O:7])([CH3:4])([CH3:3])[CH3:2], predict the reactants needed to synthesize it. The reactants are: [C:1]([O:5][C:6]([N:8]1[CH2:13][CH:12]=[C:11](OS(C(F)(F)F)(=O)=O)[CH2:10][CH2:9]1)=[O:7])([CH3:4])([CH3:3])[CH3:2].CC1(C)C(C)(C)OB([C:30]2[CH:35]=[CH:34][C:33]([NH2:36])=[CH:32][CH:31]=2)O1.C([O-])([O-])=O.[Na+].[Na+].CCOC(C)=O. (4) The reactants are: [H-].[Na+].[CH2:3]([C:10]1([CH3:28])[N:15]([CH3:16])[C:14](=[O:17])[C:13](=[CH:18][C:19]2[C:20]([NH2:25])=[N:21][CH:22]=[CH:23][CH:24]=2)[N:12]([CH3:26])[C:11]1=[O:27])[C:4]1[CH:9]=[CH:8][CH:7]=[CH:6][CH:5]=1.N[C:30]1N=CC=C[C:31]=1C=O.[CH2:38](I)[CH3:39].C(O)(=O)CC(CC(O)=O)(C(O)=O)O. Given the product [CH2:3]([C:10]1([CH3:28])[N:15]([CH3:16])[C:14](=[O:17])[C:13](=[CH:18][C:19]2[C:20]([N:25]([CH2:38][CH3:39])[CH2:30][CH3:31])=[N:21][CH:22]=[CH:23][CH:24]=2)[N:12]([CH3:26])[C:11]1=[O:27])[C:4]1[CH:9]=[CH:8][CH:7]=[CH:6][CH:5]=1, predict the reactants needed to synthesize it. (5) Given the product [CH2:1]([N:8]1[C:16]2[C:11](=[CH:12][CH:13]=[CH:14][CH:15]=2)[C:10]([C:17]([N:19]2[CH2:24][CH2:23][CH:22]([N:25]3[C:29]4[CH:30]=[CH:31][CH:32]=[CH:33][C:28]=4[N:27]=[C:26]3[N:40]3[CH2:41][CH2:42][N:37]([CH3:36])[CH2:38][CH2:39]3)[CH2:21][CH2:20]2)=[O:18])=[C:9]1[CH3:35])[C:2]1[CH:7]=[CH:6][CH:5]=[CH:4][CH:3]=1, predict the reactants needed to synthesize it. The reactants are: [CH2:1]([N:8]1[C:16]2[C:11](=[CH:12][CH:13]=[CH:14][CH:15]=2)[C:10]([C:17]([N:19]2[CH2:24][CH2:23][CH:22]([N:25]3[C:29]4[CH:30]=[CH:31][CH:32]=[CH:33][C:28]=4[N:27]=[C:26]3Cl)[CH2:21][CH2:20]2)=[O:18])=[C:9]1[CH3:35])[C:2]1[CH:7]=[CH:6][CH:5]=[CH:4][CH:3]=1.[CH3:36][N:37]1[CH2:42][CH2:41][NH:40][CH2:39][CH2:38]1. (6) The reactants are: Cl[CH2:2][CH2:3][O:4][C:5]1[CH:13]=[CH:12][CH:11]=[C:10]2[C:6]=1[CH:7]=[CH:8][NH:9]2.[CH:14]1[C:23]2[C:18](=[CH:19][CH:20]=[CH:21][CH:22]=2)[CH:17]=[CH:16][C:15]=1[C:24]1[CH2:30][CH:29]2[NH:31][CH:26]([CH2:27][CH2:28]2)[CH:25]=1.CS(C)=O. Given the product [CH:14]1[C:23]2[C:18](=[CH:19][CH:20]=[CH:21][CH:22]=2)[CH:17]=[CH:16][C:15]=1[C:24]1[CH2:25][CH:26]2[N:31]([CH2:2][CH2:3][O:4][C:5]3[CH:13]=[CH:12][CH:11]=[C:10]4[C:6]=3[CH:7]=[CH:8][NH:9]4)[CH:29]([CH2:28][CH2:27]2)[CH:30]=1, predict the reactants needed to synthesize it. (7) Given the product [CH2:39]([O:38][C:36]([CH:35]1[CH:33]2[CH2:34][C:28]3[CH:27]=[C:26]([O:25][CH2:2][C:3]4[CH:4]=[C:5]([C:10]5[CH:15]=[N:14][C:13]([O:16][CH2:17][CH2:18][CH2:19][S:20]([CH3:23])(=[O:22])=[O:21])=[CH:12][C:11]=5[CH3:24])[CH:6]=[CH:7][C:8]=4[F:9])[N:31]=[CH:30][C:29]=3[CH:32]12)=[O:37])[CH3:40], predict the reactants needed to synthesize it. The reactants are: Br[CH2:2][C:3]1[CH:4]=[C:5]([C:10]2[C:11]([CH3:24])=[CH:12][C:13]([O:16][CH2:17][CH2:18][CH2:19][S:20]([CH3:23])(=[O:22])=[O:21])=[N:14][CH:15]=2)[CH:6]=[CH:7][C:8]=1[F:9].[OH:25][C:26]1[N:31]=[CH:30][C:29]2[CH:32]3[CH:35]([C:36]([O:38][CH2:39][CH3:40])=[O:37])[CH:33]3[CH2:34][C:28]=2[CH:27]=1.